This data is from Reaction yield outcomes from USPTO patents with 853,638 reactions. The task is: Predict the reaction yield, written as a fraction of the theoretical maximum amount of product (1.0 means a 100% yield; for example, 0.34 means a 34% yield). (1) The reactants are Br[C:2]1[CH:7]=[CH:6][C:5]([N:8]2[CH:12]=[C:11]([CH3:13])[N:10]=[CH:9]2)=[C:4]([O:14][CH3:15])[CH:3]=1.[F:16][C:17]1[CH:22]=[CH:21][C:20]([CH:23]2[N:28]3[N:29]=[C:30]([NH2:32])[N:31]=[C:27]3[CH2:26][N:25]([S:33]([CH3:36])(=[O:35])=[O:34])[CH2:24]2)=[CH:19][CH:18]=1.[O-]C1C=CC=CC=1.[Na+].C1(P(C2CCCCC2)C2C=CC=CC=2C2C=CC=CC=2)CCCCC1. The catalyst is O1CCOCC1. The product is [F:16][C:17]1[CH:22]=[CH:21][C:20]([CH:23]2[N:28]3[N:29]=[C:30]([NH:32][C:2]4[CH:7]=[CH:6][C:5]([N:8]5[CH:12]=[C:11]([CH3:13])[N:10]=[CH:9]5)=[C:4]([O:14][CH3:15])[CH:3]=4)[N:31]=[C:27]3[CH2:26][N:25]([S:33]([CH3:36])(=[O:35])=[O:34])[CH2:24]2)=[CH:19][CH:18]=1. The yield is 0.320. (2) The reactants are [C:1]([OH:5])(=O)[CH2:2][OH:3].CN(C(ON1N=NC2C=CC=NC1=2)=[N+](C)C)C.F[P-](F)(F)(F)(F)F.CCN(C(C)C)C(C)C.[NH2:39][CH2:40][CH2:41][NH:42][C:43]1[N:48]=[C:47]([C:49]2[S:53][C:52]([C:54]([CH3:57])([CH3:56])[CH3:55])=[N:51][C:50]=2[C:58]2[C:59]([F:76])=[C:60]([NH:64][S:65]([C:68]3[CH:73]=[C:72]([F:74])[CH:71]=[CH:70][C:69]=3[F:75])(=[O:67])=[O:66])[CH:61]=[CH:62][CH:63]=2)[CH:46]=[CH:45][N:44]=1. The catalyst is CN(C=O)C.CCOC(C)=O. The product is [F:75][C:69]1[CH:70]=[CH:71][C:72]([F:74])=[CH:73][C:68]=1[S:65]([NH:64][C:60]1[C:59]([F:76])=[C:58]([C:50]2[N:51]=[C:52]([C:54]([CH3:56])([CH3:55])[CH3:57])[S:53][C:49]=2[C:47]2[CH:46]=[CH:45][N:44]=[C:43]([NH:42][CH2:41][CH2:40][NH:39][C:1](=[O:5])[CH2:2][OH:3])[N:48]=2)[CH:63]=[CH:62][CH:61]=1)(=[O:67])=[O:66]. The yield is 0.440.